From a dataset of Reaction yield outcomes from USPTO patents with 853,638 reactions. Predict the reaction yield, written as a fraction of the theoretical maximum amount of product (1.0 means a 100% yield; for example, 0.34 means a 34% yield). (1) The reactants are [NH2:1][C:2]1[N:22]=[C:5]2[CH:6]=[CH:7][CH:8]=[C:9]([C:10]3[N:11](C(OC(C)(C)C)=O)[CH:12]=[CH:13][CH:14]=3)[N:4]2[N:3]=1.[C:23](Cl)(=[O:32])[C:24]1[CH:29]=[CH:28][CH:27]=[C:26]([O:30][CH3:31])[CH:25]=1. No catalyst specified. The product is [CH3:31][O:30][C:26]1[CH:25]=[C:24]([CH:29]=[CH:28][CH:27]=1)[C:23]([NH:1][C:2]1[N:22]=[C:5]2[CH:6]=[CH:7][CH:8]=[C:9]([C:10]3[NH:11][CH:12]=[CH:13][CH:14]=3)[N:4]2[N:3]=1)=[O:32]. The yield is 0.410. (2) The reactants are [Br:1][C:2]1[C:3]2[N:4]([C:16](=[O:19])[NH:17][N:18]=2)[C:5]([CH3:15])=[CH:6][C:7]=1[C:8]1[CH:13]=[CH:12][C:11]([Cl:14])=[CH:10][CH:9]=1.Cl[CH2:21][C:22]1[C:23]([CH3:32])=[N:24][C:25]([C:28]([F:31])([F:30])[F:29])=[CH:26][CH:27]=1.C(=O)([O-])[O-].[K+].[K+]. The catalyst is CN(C=O)C.O. The product is [Br:1][C:2]1[C:3]2[N:4]([C:16](=[O:19])[N:17]([CH2:21][C:22]3[C:23]([CH3:32])=[N:24][C:25]([C:28]([F:31])([F:29])[F:30])=[CH:26][CH:27]=3)[N:18]=2)[C:5]([CH3:15])=[CH:6][C:7]=1[C:8]1[CH:9]=[CH:10][C:11]([Cl:14])=[CH:12][CH:13]=1. The yield is 0.890. (3) The reactants are [CH2:1]([O:3][C:4](=[O:15])[CH2:5][CH2:6][C:7]1[CH:12]=[CH:11][CH:10]=[C:9]([NH:13][NH2:14])[CH:8]=1)[CH3:2].[CH3:16][C:17]([CH3:24])([CH3:23])[C:18](=O)[CH2:19][C:20]#[N:21]. The catalyst is C(O)C. The product is [C:17]([C:18]1[CH:19]=[C:20]([NH2:21])[N:13]([C:9]2[CH:8]=[C:7]([CH2:6][CH2:5][C:4]([O:3][CH2:1][CH3:2])=[O:15])[CH:12]=[CH:11][CH:10]=2)[N:14]=1)([CH3:24])([CH3:23])[CH3:16]. The yield is 0.850. (4) The reactants are [CH3:1][N:2]1[C:6]([C:7](=[O:24])[NH:8][C:9]2[CH:10]=[CH:11][C:12]3[N:13]([N:15]=[C:16]([C:18]4[CH:23]=[CH:22][CH:21]=[CH:20][CH:19]=4)[N:17]=3)[CH:14]=2)=[C:5]([C:25]([OH:27])=O)[CH:4]=[N:3]1.[NH:28]1[CH2:32][CH2:31][CH2:30][CH2:29]1.CCCP(=O)=O.C(OCC)(=O)C.C(N(CC)C(C)C)(C)C. The catalyst is O1CCCC1. The product is [C:18]1([C:16]2[N:17]=[C:12]3[CH:11]=[CH:10][C:9]([NH:8][C:7]([C:6]4[N:2]([CH3:1])[N:3]=[CH:4][C:5]=4[C:25]([N:28]4[CH2:32][CH2:31][CH2:30][CH2:29]4)=[O:27])=[O:24])=[CH:14][N:13]3[N:15]=2)[CH:23]=[CH:22][CH:21]=[CH:20][CH:19]=1. The yield is 0.350. (5) The reactants are FC1C=C(CN)C=NC=1.[CH3:10][N:11]1[CH:15]=[CH:14][C:13]([CH2:16][NH2:17])=[N:12]1.[CH2:18]([N:22]1[CH2:26][CH2:25][N:24]([C:27]2[S:28][C:29]([C:33](O)=[O:34])=[C:30]([CH3:32])[N:31]=2)[C:23]1=[O:36])[CH:19]([CH3:21])[CH3:20]. No catalyst specified. The product is [CH2:18]([N:22]1[CH2:26][CH2:25][N:24]([C:27]2[S:28][C:29]([C:33]([NH:17][CH2:16][C:13]3[CH:14]=[CH:15][N:11]([CH3:10])[N:12]=3)=[O:34])=[C:30]([CH3:32])[N:31]=2)[C:23]1=[O:36])[CH:19]([CH3:21])[CH3:20]. The yield is 0.580.